From a dataset of Catalyst prediction with 721,799 reactions and 888 catalyst types from USPTO. Predict which catalyst facilitates the given reaction. Reactant: C12CC(CC1)C=C2B(O)O.[F:11][C:12]1[CH:13]=[CH:14][C:15]([C:26]2[CH2:31][CH2:30][N:29]([C:32]([O:34][C:35]([CH3:38])([CH3:37])[CH3:36])=[O:33])[CH2:28][CH:27]=2)=[N:16][C:17]=1[CH2:18][NH:19][C@H:20]([CH:23]([CH3:25])[CH3:24])[CH2:21][OH:22]. Product: [N:16]1[CH:17]=[CH:12][CH:13]=[CH:14][C:15]=1[C:26]1[CH2:31][CH2:30][N:29]([C:32]([O-:34])=[O:33])[CH2:28][CH:27]=1.[F:11][C:12]1[CH:13]=[CH:14][C:15]([CH:26]2[CH2:27][CH2:28][N:29]([C:32]([O:34][C:35]([CH3:37])([CH3:36])[CH3:38])=[O:33])[CH2:30][CH2:31]2)=[N:16][C:17]=1[CH2:18][NH:19][C@H:20]([CH:23]([CH3:25])[CH3:24])[CH2:21][OH:22]. The catalyst class is: 45.